This data is from Forward reaction prediction with 1.9M reactions from USPTO patents (1976-2016). The task is: Predict the product of the given reaction. Given the reactants [Br:1][C:2]1[CH:7]=[CH:6][C:5]([SH:8])=[CH:4][CH:3]=1.C([O-])([O-])=O.[K+].[K+].Cl[CH2:16][C:17](=O)[CH3:18], predict the reaction product. The product is: [Br:1][C:2]1[CH:7]=[CH:6][C:5]2[S:8][CH:16]=[C:17]([CH3:18])[C:4]=2[CH:3]=1.